Task: Predict the reaction yield, written as a fraction of the theoretical maximum amount of product (1.0 means a 100% yield; for example, 0.34 means a 34% yield).. Dataset: Reaction yield outcomes from USPTO patents with 853,638 reactions (1) The reactants are O(C)C.[CH2:4]([SH:8])[CH2:5][CH2:6][SH:7].[F:9][C:10]1[CH:11]=[C:12]([CH:15]=[C:16]([F:18])[CH:17]=1)[CH:13]=O.CCOC(C)=O.CCCCCC. The catalyst is C(Cl)Cl. The product is [F:9][C:10]1[CH:11]=[C:12]([CH:13]2[S:8][CH2:4][CH2:5][CH2:6][S:7]2)[CH:15]=[C:16]([F:18])[CH:17]=1. The yield is 0.990. (2) The catalyst is C1COCC1. The product is [Br:16][C:13]1[CH:12]=[C:3]([CH2:4][NH:6][CH2:7][CH2:8][N:9]([CH3:11])[CH3:10])[C:2]([NH2:1])=[N:15][CH:14]=1. The reactants are [NH2:1][C:2]1[N:15]=[CH:14][C:13]([Br:16])=[CH:12][C:3]=1[C:4]([NH:6][CH2:7][CH2:8][N:9]([CH3:11])[CH3:10])=O. The yield is 0.250. (3) The reactants are CS(O)(=O)=O.O=P12OP3(OP(OP(O3)(O1)=O)(=O)O2)=O.[CH:20]1[C:28]2[C:27]3[CH:29]=[CH:30][CH:31]=[CH:32][C:26]=3[S:25](=O)[C:24]=2[CH:23]=[CH:22][CH:21]=1.[CH3:34][O:35][CH2:36][CH2:37][O:38][CH2:39][CH2:40][O:41][C:42]1[C:47]([CH3:48])=[CH:46][CH:45]=[CH:44][C:43]=1[CH3:49].[I-:50].[Na+]. The catalyst is ClCCl.O. The product is [I-:50].[CH3:34][O:35][CH2:36][CH2:37][O:38][CH2:39][CH2:40][O:41][C:42]1[C:43]([CH3:49])=[CH:44][C:45]([S+:25]2[C:24]3[CH:23]=[CH:22][CH:21]=[CH:20][C:28]=3[C:27]3[CH:29]=[CH:30][CH:31]=[CH:32][C:26]2=3)=[CH:46][C:47]=1[CH3:48]. The yield is 0.570. (4) The reactants are C1(C2C3C(=CC=CC=3)C=CC=2)C2C(=CC=CC=2)C=CC=1P(C(C)(C)C)C(C)(C)C.Br[C:31]1[N:36]=[C:35]([O:37][CH3:38])[C:34]([N+:39]([O-:41])=[O:40])=[CH:33][CH:32]=1.C([O-])([O-])=O.[Cs+].[Cs+].[C:48]([O:52][C:53]([N:55]1[CH2:59][CH2:58][CH2:57][C@H:56]1[CH2:60][OH:61])=[O:54])([CH3:51])([CH3:50])[CH3:49]. The catalyst is C1(C)C=CC=CC=1.CC([O-])=O.CC([O-])=O.[Pd+2]. The product is [C:48]([O:52][C:53]([N:55]1[CH2:59][CH2:58][CH2:57][C@H:56]1[CH2:60][O:61][C:31]1[CH:32]=[CH:33][C:34]([N+:39]([O-:41])=[O:40])=[C:35]([O:37][CH3:38])[N:36]=1)=[O:54])([CH3:51])([CH3:50])[CH3:49]. The yield is 0.0750. (5) The product is [F:35][C:36]1([C:40]2[CH:45]=[CH:44][C:43]([CH2:46][O:47][CH3:48])=[CH:42][C:41]=2[CH2:49][NH:50][C:30]([NH:7][C:6]2[N:5]([C:8]3[CH:9]=[CH:10][CH:11]=[CH:12][CH:13]=3)[N:4]=[C:3]([C:14]3[CH:15]=[N:16][C:17]([CH3:20])=[CH:18][CH:19]=3)[C:2]=2[CH3:1])=[O:31])[CH2:37][O:38][CH2:39]1. No catalyst specified. The reactants are [CH3:1][C:2]1[C:3]([C:14]2[CH:15]=[N:16][C:17]([CH3:20])=[CH:18][CH:19]=2)=[N:4][N:5]([C:8]2[CH:13]=[CH:12][CH:11]=[CH:10][CH:9]=2)[C:6]=1[NH2:7].C1(C2C=CC([CH2:30][O:31]C)=CC=2CN)CC1.[F:35][C:36]1([C:40]2[CH:45]=[CH:44][C:43]([CH2:46][O:47][CH3:48])=[CH:42][C:41]=2[CH2:49][NH2:50])[CH2:39][O:38][CH2:37]1. The yield is 0.260.